Dataset: Full USPTO retrosynthesis dataset with 1.9M reactions from patents (1976-2016). Task: Predict the reactants needed to synthesize the given product. Given the product [F:1][C:2]1[CH:7]=[CH:6][CH:5]=[CH:4][C:3]=1[C:8]([NH:10][C:11]1[CH:20]=[CH:19][C:14]([C:15]([NH:24][NH2:25])=[O:16])=[C:13]([O:21][CH3:22])[CH:12]=1)=[O:9], predict the reactants needed to synthesize it. The reactants are: [F:1][C:2]1[CH:7]=[CH:6][CH:5]=[CH:4][C:3]=1[C:8]([NH:10][C:11]1[CH:20]=[CH:19][C:14]([C:15](OC)=[O:16])=[C:13]([O:21][CH3:22])[CH:12]=1)=[O:9].O.[NH2:24][NH2:25].